Dataset: Reaction yield outcomes from USPTO patents with 853,638 reactions. Task: Predict the reaction yield, written as a fraction of the theoretical maximum amount of product (1.0 means a 100% yield; for example, 0.34 means a 34% yield). The reactants are [NH:1]1[C:9]2[C:4](=[CH:5][C:6]([C:10]([OH:12])=[O:11])=[CH:7][CH:8]=2)[CH:3]=[CH:2]1.[H-].[Na+].[CH3:15]I.[OH-].[K+]. The catalyst is CN(C=O)C.O. The product is [CH3:15][N:1]1[C:9]2[C:4](=[CH:5][C:6]([C:10]([OH:12])=[O:11])=[CH:7][CH:8]=2)[CH:3]=[CH:2]1. The yield is 0.650.